From a dataset of Full USPTO retrosynthesis dataset with 1.9M reactions from patents (1976-2016). Predict the reactants needed to synthesize the given product. (1) The reactants are: Br[C:2]1[CH:3]=[N:4][CH:5]=[C:6]2[C:11]=1[N:10]=[C:9]([C:12]([NH:14][CH:15]([C:17]1[CH:22]=[CH:21][C:20]([S:23]([CH3:26])(=[O:25])=[O:24])=[CH:19][CH:18]=1)[CH3:16])=[O:13])[CH:8]=[CH:7]2.[F:27][C:28]1[CH:29]=[C:30](B(O)O)[CH:31]=[CH:32][C:33]=1[F:34].C(=O)([O-])[O-].[Cs+].[Cs+]. Given the product [F:27][C:28]1[CH:29]=[C:30]([C:2]2[CH:3]=[N:4][CH:5]=[C:6]3[C:11]=2[N:10]=[C:9]([C:12]([NH:14][CH:15]([C:17]2[CH:22]=[CH:21][C:20]([S:23]([CH3:26])(=[O:25])=[O:24])=[CH:19][CH:18]=2)[CH3:16])=[O:13])[CH:8]=[CH:7]3)[CH:31]=[CH:32][C:33]=1[F:34], predict the reactants needed to synthesize it. (2) Given the product [C:24]([CH:20]1[CH2:19][N:18]([C:17]2[CH:16]=[N:15][N:11]3[CH2:12][C@H:13]([CH3:14])[N:8]([C:6]([O:5][C:1]([CH3:3])([CH3:2])[CH3:4])=[O:7])[CH2:9][C:10]=23)[C:22](=[O:23])[CH2:21]1)(=[O:26])[NH2:28], predict the reactants needed to synthesize it. The reactants are: [C:1]([O:5][C:6]([N:8]1[C@@H:13]([CH3:14])[CH2:12][N:11]2[N:15]=[CH:16][C:17]([N:18]3[C:22](=[O:23])[CH2:21][CH:20]([C:24]([OH:26])=O)[CH2:19]3)=[C:10]2[CH2:9]1)=[O:7])([CH3:4])([CH3:3])[CH3:2].C[N:28](C(ON1N=NC2C=CC=NC1=2)=[N+](C)C)C.F[P-](F)(F)(F)(F)F.[NH4+].[Cl-].CCN(C(C)C)C(C)C. (3) Given the product [CH3:57]/[CH:56]=[CH:55]/[CH:27]1[CH2:28][C@H:29]([OH:48])[C@H:30]([OH:43])[CH2:31]1, predict the reactants needed to synthesize it. The reactants are: [OH-].[Na+].C1C(C(N)=O)=CN([CH:27]2[O:43][CH:30]([CH2:31]OP(OP(O[CH2:27][CH:28]3O[CH:31](N4C5N=CN=C(N)C=5N=C4)[CH:30]([O:43]P([O-])([O-])=O)[CH:29]3[OH:48])([O-])=O)([O-])=O)[CH:29]([OH:48])[CH:28]2O)C=C1.[Na+].[Na+].[Na+].[Na+].[CH2:55]=[CH:56][C:57]1C=CC=CC=1.C(O)(=O)C=C.CC(C(C(C(S)(C)C)(C)C)(C)C)C.C=CC=C.[NH4+].[OH-]. (4) The reactants are: C(OC([N:8]1[CH2:13][CH2:12][CH:11]([N:14]2[C:18]3[CH:19]=[CH:20][CH:21]=[CH:22][C:17]=3[N:16]([CH2:23][C:24]3[CH:29]=[CH:28][CH:27]=[CH:26][C:25]=3[Cl:30])[C:15]2=[NH:31])[CH2:10][CH2:9]1)=O)(C)(C)C.N1C2C(=C(CN3C4C=CC=CC=4N(C4CCNCC4)C3=N)C=CC=2)C=C1. Given the product [Cl:30][C:25]1[CH:26]=[CH:27][CH:28]=[CH:29][C:24]=1[CH2:23][N:16]1[C:17]2[CH:22]=[CH:21][CH:20]=[CH:19][C:18]=2[N:14]([CH:11]2[CH2:10][CH2:9][NH:8][CH2:13][CH2:12]2)[C:15]1=[NH:31], predict the reactants needed to synthesize it. (5) Given the product [OH:21][N:20]([C:22]1[CH:27]=[CH:26][CH:25]=[CH:24][CH:23]=1)[C:12](=[O:19])[C:13]1[CH:18]=[CH:17][CH:16]=[CH:15][CH:14]=1, predict the reactants needed to synthesize it. The reactants are: C1CCN2C(=NCCC2)CC1.[CH:12](=[O:19])[C:13]1[CH:18]=[CH:17][CH:16]=[CH:15][CH:14]=1.[N:20]([C:22]1[CH:27]=[CH:26][CH:25]=[CH:24][CH:23]=1)=[O:21].